Dataset: HIV replication inhibition screening data with 41,000+ compounds from the AIDS Antiviral Screen. Task: Binary Classification. Given a drug SMILES string, predict its activity (active/inactive) in a high-throughput screening assay against a specified biological target. The drug is Cc1ccc(CS(=O)C(Cl)(Cl)c2ccc(C)cc2)cc1. The result is 0 (inactive).